From a dataset of Forward reaction prediction with 1.9M reactions from USPTO patents (1976-2016). Predict the product of the given reaction. (1) Given the reactants C(OC([N:8]1[CH2:13][CH2:12][CH2:11][C@@H:10]([C:14]([OH:16])=[O:15])[CH2:9]1)=O)(C)(C)C.Cl, predict the reaction product. The product is: [NH:8]1[CH2:13][CH2:12][CH2:11][C@@H:10]([C:14]([OH:16])=[O:15])[CH2:9]1. (2) The product is: [Br:1][C:2]1[CH:3]=[CH:4][CH:5]=[C:6]2[C:10]=1[NH:9][C:8]([C:11]([O:13][CH2:14][CH3:15])=[O:12])=[C:7]2[CH2:16][CH2:17][CH2:18][O:19][C:24]1[CH:25]=[C:26]([CH3:27])[C:21]([Cl:20])=[C:22]([CH3:29])[CH:23]=1. Given the reactants [Br:1][C:2]1[CH:3]=[CH:4][CH:5]=[C:6]2[C:10]=1[NH:9][C:8]([C:11]([O:13][CH2:14][CH3:15])=[O:12])=[C:7]2[CH2:16][CH2:17][CH2:18][OH:19].[Cl:20][C:21]1[C:26]([CH3:27])=[CH:25][C:24](O)=[CH:23][C:22]=1[CH3:29], predict the reaction product.